This data is from Peptide-MHC class I binding affinity with 185,985 pairs from IEDB/IMGT. The task is: Regression. Given a peptide amino acid sequence and an MHC pseudo amino acid sequence, predict their binding affinity value. This is MHC class I binding data. (1) The peptide sequence is KAAVDLSHFL. The MHC is HLA-A02:03 with pseudo-sequence HLA-A02:03. The binding affinity (normalized) is 0.120. (2) The peptide sequence is PTVKYPNL. The MHC is H-2-Db with pseudo-sequence H-2-Db. The binding affinity (normalized) is 0. (3) The peptide sequence is LSLPRIALV. The MHC is HLA-B08:01 with pseudo-sequence HLA-B08:01. The binding affinity (normalized) is 0.